Dataset: Peptide-MHC class II binding affinity with 134,281 pairs from IEDB. Task: Regression. Given a peptide amino acid sequence and an MHC pseudo amino acid sequence, predict their binding affinity value. This is MHC class II binding data. (1) The peptide sequence is TPEGIIPALFEPERE. The MHC is DRB4_0101 with pseudo-sequence DRB4_0103. The binding affinity (normalized) is 0.219. (2) The peptide sequence is MGNSKSKSNPSSSSE. The MHC is DRB1_1501 with pseudo-sequence DRB1_1501. The binding affinity (normalized) is 0.0489.